Dataset: Forward reaction prediction with 1.9M reactions from USPTO patents (1976-2016). Task: Predict the product of the given reaction. (1) Given the reactants CO[C:3]1[CH:20]=[CH:19][C:6]([CH2:7][NH:8][S:9]([C:12]2[CH:17]=[CH:16][C:15]([NH2:18])=[CH:14][CH:13]=2)(=[O:11])=[O:10])=CC=1.Cl.C(O[N:28]=O)CC(C)C.[C:30]([OH:39])(=[O:38])[C:31]1[C:32](=[CH:34][CH:35]=CC=1)[OH:33].C(=O)([O-])[O-].[K+].[K+].[C:46](#[N:48])[CH3:47], predict the reaction product. The product is: [CH:19]1[CH:20]=[CH:3][N:28]=[C:7]([NH:8][S:9]([C:12]2[CH:13]=[CH:14][C:15]([N:18]=[N:48][C:46]3[CH:35]=[CH:34][C:32]([OH:33])=[C:31]([C:30]([OH:39])=[O:38])[CH:47]=3)=[CH:16][CH:17]=2)(=[O:10])=[O:11])[CH:6]=1. (2) Given the reactants [Cl:1][C:2]1[CH:7]=[CH:6][C:5]([C:8]2[N:12]([C:13]3[CH:18]=[CH:17][CH:16]=[CH:15][C:14]=3[O:19]C)[N:11]=[C:10]([CH:21]3[CH2:26][C:25]([CH3:28])([CH3:27])[O:24][C:23]([CH3:30])([CH3:29])[CH2:22]3)[CH:9]=2)=[CH:4][CH:3]=1.B(Br)(Br)Br, predict the reaction product. The product is: [Cl:1][C:2]1[CH:7]=[CH:6][C:5]([C:8]2[N:12]([C:13]3[CH:18]=[CH:17][CH:16]=[CH:15][C:14]=3[OH:19])[N:11]=[C:10]([CH:21]3[CH2:26][C:25]([CH3:28])([CH3:27])[O:24][C:23]([CH3:30])([CH3:29])[CH2:22]3)[CH:9]=2)=[CH:4][CH:3]=1.